Dataset: Full USPTO retrosynthesis dataset with 1.9M reactions from patents (1976-2016). Task: Predict the reactants needed to synthesize the given product. (1) Given the product [F:19][C:13]1[CH:14]=[C:15]([I:18])[CH:16]=[CH:17][C:12]=1[NH:11][C:10]1[N:9]2[CH:20]=[N:21][CH:22]=[C:8]2[CH:7]=[N:6][C:5]=1[C:3]([OH:4])=[O:2], predict the reactants needed to synthesize it. The reactants are: C[O:2][C:3]([C:5]1[N:6]=[CH:7][C:8]2[N:9]([CH:20]=[N:21][CH:22]=2)[C:10]=1[NH:11][C:12]1[CH:17]=[CH:16][C:15]([I:18])=[CH:14][C:13]=1[F:19])=[O:4].[OH-].C[Sn+](C)C. (2) Given the product [Cl:1][C:2]1[CH:3]=[C:4]2[C:9](=[CH:10][C:11]=1[O:12][C:13]1[CH:18]=[CH:17][C:16]([C:19](=[O:31])[NH:20][CH2:21][CH2:22][C:23]3[CH:24]=[C:25]([Cl:30])[CH:26]=[C:27]([Cl:29])[CH:28]=3)=[CH:15][CH:14]=1)[O:8][CH2:7][CH2:6][CH:5]2[C:32]([O-:34])=[O:33].[Na+:37], predict the reactants needed to synthesize it. The reactants are: [Cl:1][C:2]1[CH:3]=[C:4]2[C:9](=[CH:10][C:11]=1[O:12][C:13]1[CH:18]=[CH:17][C:16]([C:19](=[O:31])[NH:20][CH2:21][CH2:22][C:23]3[CH:28]=[C:27]([Cl:29])[CH:26]=[C:25]([Cl:30])[CH:24]=3)=[CH:15][CH:14]=1)[O:8][CH2:7][CH2:6][CH:5]2[C:32]([OH:34])=[O:33].C[O-].[Na+:37]. (3) Given the product [CH2:18]([O:17][C:15]([C:14]1[CH:13]=[N:9][N:8]([C:5]2[CH:4]=[CH:3][C:2]([Br:1])=[CH:7][N:6]=2)[C:20]=1[CH3:22])=[O:16])[CH3:19], predict the reactants needed to synthesize it. The reactants are: [Br:1][C:2]1[CH:3]=[CH:4][C:5]([NH:8][NH2:9])=[N:6][CH:7]=1.C(O[CH:13]=[C:14]([C:20]([CH3:22])=O)[C:15]([O:17][CH2:18][CH3:19])=[O:16])C.Cl. (4) Given the product [F:29][C:30]([F:35])([F:34])[C:31]([OH:33])=[O:32].[CH2:1]([N:5]1[C:13]2[C:12](=[O:14])[NH:11][C:10]([Cl:15])=[N:9][C:8]=2[N:7]=[C:6]1[N:16]1[CH2:21][CH2:20][NH:19][CH2:18][CH2:17]1)[C:2]#[C:3][CH3:4], predict the reactants needed to synthesize it. The reactants are: [CH2:1]([N:5]1[C:13]2[C:12](=[O:14])[NH:11][C:10]([Cl:15])=[N:9][C:8]=2[N:7]=[C:6]1[N:16]1[CH2:21][CH2:20][N:19](C(OC(C)(C)C)=O)[CH2:18][CH2:17]1)[C:2]#[C:3][CH3:4].[F:29][C:30]([F:35])([F:34])[C:31]([OH:33])=[O:32]. (5) Given the product [CH3:1][N:2]([CH3:22])[CH2:3][C:4]1([C:10]2[CH:15]=[CH:14][CH:13]=[C:12]([C:16]3[CH:17]=[N:18][N:19]([CH3:21])[CH:20]=3)[CH:11]=2)[CH2:5][CH2:6][N:7]([C:24]2[N:32]=[CH:31][N:30]=[C:29]3[C:25]=2[N:26]=[CH:27][NH:28]3)[CH2:8][CH2:9]1, predict the reactants needed to synthesize it. The reactants are: [CH3:1][N:2]([CH3:22])[CH2:3][C:4]1([C:10]2[CH:15]=[CH:14][CH:13]=[C:12]([C:16]3[CH:17]=[N:18][N:19]([CH3:21])[CH:20]=3)[CH:11]=2)[CH2:9][CH2:8][NH:7][CH2:6][CH2:5]1.Cl[C:24]1[N:32]=[CH:31][N:30]=[C:29]2[C:25]=1[NH:26][CH:27]=[N:28]2.C(N(CC)CC)C.